This data is from Full USPTO retrosynthesis dataset with 1.9M reactions from patents (1976-2016). The task is: Predict the reactants needed to synthesize the given product. (1) Given the product [CH2:12]([N:11]1[CH:9]2[CH2:8][CH2:7][CH:6]1[CH2:5][CH:4]([NH2:1])[CH2:10]2)[C:13]1[CH:14]=[CH:15][CH:16]=[CH:17][CH:18]=1, predict the reactants needed to synthesize it. The reactants are: [N:1]([CH:4]1[CH2:10][CH:9]2[N:11]([CH2:12][C:13]3[CH:18]=[CH:17][CH:16]=[CH:15][CH:14]=3)[CH:6]([CH2:7][CH2:8]2)[CH2:5]1)=[N+]=[N-].C1(P(C2C=CC=CC=2)C2C=CC=CC=2)C=CC=CC=1. (2) Given the product [CH3:1][O:2][C:3]1[CH:8]=[C:7]([O:9][CH2:10][CH2:11][CH3:12])[CH:6]=[CH:5][C:4]=1[NH2:13], predict the reactants needed to synthesize it. The reactants are: [CH3:1][O:2][C:3]1[CH:8]=[C:7]([O:9][CH2:10][CH2:11][CH3:12])[CH:6]=[CH:5][C:4]=1[N+:13]([O-])=O.[H][H]. (3) Given the product [Cl:1][C:2]1[CH:7]=[CH:6][C:5]([CH2:8][CH:9]([S:11]([NH:14][C:15]2[CH:20]=[C:19]([F:21])[CH:18]=[CH:17][C:16]=2[S:22]([NH2:25])(=[O:24])=[O:23])(=[O:12])=[O:13])[CH3:10])=[CH:4][CH:3]=1, predict the reactants needed to synthesize it. The reactants are: [Cl:1][C:2]1[CH:7]=[CH:6][C:5](/[CH:8]=[C:9](/[S:11]([NH:14][C:15]2[CH:20]=[C:19]([F:21])[CH:18]=[CH:17][C:16]=2[S:22]([NH2:25])(=[O:24])=[O:23])(=[O:13])=[O:12])\[CH3:10])=[CH:4][CH:3]=1. (4) Given the product [CH3:22][C:20]1([CH3:23])[C:19]2[CH:24]=[CH:25][C:26]([N+:28]([O-:30])=[O:29])=[CH:27][C:18]=2[NH:17][C:16](=[O:31])[CH:15]([N:1]2[CH2:6][CH2:5][O:4][CH2:3][CH2:2]2)[CH2:21]1, predict the reactants needed to synthesize it. The reactants are: [NH:1]1[CH2:6][CH2:5][O:4][CH2:3][CH2:2]1.CN(C=O)C.[H-].[Na+].I[CH:15]1[CH2:21][C:20]([CH3:23])([CH3:22])[C:19]2[CH:24]=[CH:25][C:26]([N+:28]([O-:30])=[O:29])=[CH:27][C:18]=2[NH:17][C:16]1=[O:31]. (5) Given the product [CH:5]12[O:8][CH:1]([CH2:7][CH2:6]1)[CH2:2][N:3]([C:9]1[N:10]=[C:11]([N:31]3[CH2:36][CH2:35][NH:34][CH2:33][CH2:32]3)[N:12]=[C:13]([C:15]3[CH:16]=[CH:17][C:18]([NH:21][C:22]([NH:24][C:25]4[CH:26]=[CH:27][N:28]=[CH:29][CH:30]=4)=[O:23])=[CH:19][CH:20]=3)[N:14]=1)[CH2:4]2, predict the reactants needed to synthesize it. The reactants are: [CH:1]12[O:8][CH:5]([CH2:6][CH2:7]1)[CH2:4][N:3]([C:9]1[N:14]=[C:13]([C:15]3[CH:20]=[CH:19][C:18]([NH:21][C:22]([NH:24][C:25]4[CH:30]=[CH:29][N:28]=[CH:27][CH:26]=4)=[O:23])=[CH:17][CH:16]=3)[N:12]=[C:11]([N:31]3[CH2:36][CH2:35][N:34](C(OC(C)(C)C)=O)[CH2:33][CH2:32]3)[N:10]=1)[CH2:2]2.FC(F)(F)C(O)=O. (6) Given the product [C:1]1([N:7]2[C:11]([C:12]3[CH:17]=[CH:16][CH:15]=[CH:14][CH:13]=3)=[C:10]([CH2:18][OH:19])[CH:9]=[N:8]2)[CH:6]=[CH:5][CH:4]=[CH:3][CH:2]=1, predict the reactants needed to synthesize it. The reactants are: [C:1]1([N:7]2[C:11]([C:12]3[CH:17]=[CH:16][CH:15]=[CH:14][CH:13]=3)=[C:10]([C:18](OCC)=[O:19])[CH:9]=[N:8]2)[CH:6]=[CH:5][CH:4]=[CH:3][CH:2]=1.[H-].C([Al+]CC(C)C)C(C)C.Cl. (7) Given the product [CH3:35][O:34][C:32]1[CH:31]=[C:30]([NH:36][CH:37]([C:38]2[CH:39]=[CH:40][C:41]([C:42]#[N:43])=[CH:44][CH:45]=2)[C:8]([C:10]2[C:18]3[C:13](=[CH:14][CH:15]=[CH:16][CH:17]=3)[NH:12][CH:11]=2)=[O:9])[CH:29]=[C:28]([O:27][CH3:26])[CH:33]=1, predict the reactants needed to synthesize it. The reactants are: C(N(CC)CC)C.[CH:8]([C:10]1[C:18]2[C:13](=[CH:14][CH:15]=[CH:16][CH:17]=2)[N:12](C(OC(C)(C)C)=O)[CH:11]=1)=[O:9].[CH3:26][O:27][C:28]1[CH:29]=[C:30]([N:36]=[CH:37][C:38]2[CH:45]=[CH:44][C:41]([C:42]#[N:43])=[CH:40][CH:39]=2)[CH:31]=[C:32]([O:34][CH3:35])[CH:33]=1. (8) Given the product [CH3:4][C:2]([O:5][C:6]([N:8]1[C@H:12]([C:13]([OH:15])=[O:14])[CH2:11][CH:10]=[N:9]1)=[O:7])([CH3:1])[CH3:3], predict the reactants needed to synthesize it. The reactants are: [CH3:1][C:2]([O:5][C:6]([N:8]1[C@H:12]([C:13]([OH:15])=[O:14])[CH2:11][CH2:10][NH:9]1)=[O:7])([CH3:4])[CH3:3].C(O)(=O)C.C(O)(=O)C.IC1C=CC=CC=1. (9) The reactants are: [CH3:1][C@@H:2]([C@@H:8]1[C@@:12]2([CH3:29])[C@@H:13]([OH:28])[CH2:14][C@@H:15]3[C@@:20]4([CH3:26])[CH2:21][CH2:22][C@@H:23]([OH:25])[CH2:24][C@H:19]4[CH2:18][C@@H:17]([OH:27])[C@H:16]3[C@@H:11]2[CH2:10][CH2:9]1)[CH2:3][CH2:4][C:5]([OH:7])=[O:6].Cl[O-].[Na+]. Given the product [CH3:1][C@@H:2]([C@@H:8]1[C@@:12]2([CH3:29])[C:13]([CH2:14][C@@H:15]3[C@@:20]4([CH3:26])[CH2:21][CH2:22][C:23]([CH2:24][C@H:19]4[CH2:18][C:17](=[O:27])[C@H:16]3[C@@H:11]2[CH2:10][CH2:9]1)=[O:25])=[O:28])[CH2:3][CH2:4][C:5]([OH:7])=[O:6], predict the reactants needed to synthesize it. (10) Given the product [C:1]([OH:6])(=[O:5])[C:2]([CH3:4])=[CH2:3].[C:7]([O:12][CH2:13][CH:14]=[CH2:15])(=[O:11])[C:8]([CH3:10])=[CH2:9].[C:16]([O:21][CH2:22][C:23]1[CH:24]=[CH:25][CH:26]=[CH:27][CH:28]=1)(=[O:20])[C:17]([CH3:19])=[CH2:18], predict the reactants needed to synthesize it. The reactants are: [C:1]([OH:6])(=[O:5])[C:2]([CH3:4])=[CH2:3].[C:7]([O:12][CH2:13][CH:14]=[CH2:15])(=[O:11])[C:8]([CH3:10])=[CH2:9].[C:16]([O:21][CH2:22][C:23]1[CH:28]=[CH:27][CH:26]=[CH:25][CH:24]=1)(=[O:20])[C:17]([CH3:19])=[CH2:18].O.